From a dataset of Peptide-MHC class II binding affinity with 134,281 pairs from IEDB. Regression. Given a peptide amino acid sequence and an MHC pseudo amino acid sequence, predict their binding affinity value. This is MHC class II binding data. (1) The MHC is HLA-DQA10501-DQB10201 with pseudo-sequence HLA-DQA10501-DQB10201. The peptide sequence is RTLNKIVYIKPAKNI. The binding affinity (normalized) is 0.355. (2) The peptide sequence is YDKFLYNVSTVLTGK. The MHC is DRB1_1602 with pseudo-sequence DRB1_1602. The binding affinity (normalized) is 0.811. (3) The peptide sequence is WVKVVEEKGFNPEVIPMF. The MHC is DRB5_0101 with pseudo-sequence DRB5_0101. The binding affinity (normalized) is 0.0593. (4) The peptide sequence is SAIRAAPEAARSLAS. The MHC is DRB1_0101 with pseudo-sequence DRB1_0101. The binding affinity (normalized) is 0.541. (5) The binding affinity (normalized) is 0.183. The peptide sequence is NHFFNHHKVMLLGHS. The MHC is DRB1_0301 with pseudo-sequence DRB1_0301. (6) The peptide sequence is LGFSSEVLKLKDEVR. The MHC is H-2-IAb with pseudo-sequence H-2-IAb. The binding affinity (normalized) is 0.146. (7) The binding affinity (normalized) is 0.503. The MHC is DRB1_0802 with pseudo-sequence DRB1_0802. The peptide sequence is AKKVAATAANAAPAN. (8) The peptide sequence is HQAISPRTLNSPAIF. The MHC is DRB1_0802 with pseudo-sequence DRB1_0802. The binding affinity (normalized) is 0.112.